Task: Predict the reactants needed to synthesize the given product.. Dataset: Full USPTO retrosynthesis dataset with 1.9M reactions from patents (1976-2016) Given the product [C:1]([C:5]1[CH:10]=[CH:9][C:8]([S:11]([NH:14][C:15]2[CH:19]=[CH:18][S:17][C:16]=2[C:20]([OH:22])=[O:21])(=[O:12])=[O:13])=[C:7]([C:24]2[CH:29]=[N:28][CH:27]=[N:26][CH:25]=2)[CH:6]=1)([CH3:4])([CH3:2])[CH3:3], predict the reactants needed to synthesize it. The reactants are: [C:1]([C:5]1[CH:10]=[CH:9][C:8]([S:11]([NH:14][C:15]2[CH:19]=[CH:18][S:17][C:16]=2[C:20]([O:22]C)=[O:21])(=[O:13])=[O:12])=[C:7]([C:24]2[CH:25]=[N:26][CH:27]=[N:28][CH:29]=2)[CH:6]=1)([CH3:4])([CH3:3])[CH3:2].[OH-].[Na+].